Dataset: Catalyst prediction with 721,799 reactions and 888 catalyst types from USPTO. Task: Predict which catalyst facilitates the given reaction. Reactant: [N:1]1[CH:6]=[CH:5][CH:4]=[CH:3][C:2]=1[C:7]1[O:8][C:9]2[CH2:10][N:11](C(OCC3C=CC=CC=3)=O)[CH2:12][CH2:13][C:14]=2[N:15]=1. Product: [N:1]1[CH:6]=[CH:5][CH:4]=[CH:3][C:2]=1[C:7]1[O:8][C:9]2[CH2:10][NH:11][CH2:12][CH2:13][C:14]=2[N:15]=1. The catalyst class is: 105.